From a dataset of Catalyst prediction with 721,799 reactions and 888 catalyst types from USPTO. Predict which catalyst facilitates the given reaction. (1) Reactant: [O:1]=[C:2]1[C:7]([CH3:9])([CH3:8])[CH2:6][CH:5]([NH2:10])[CH2:4][C:3]1([CH3:12])[CH3:11].[F:13][C:14]([F:25])([F:24])[C:15]1[CH:20]=[CH:19][C:18]([N:21]=[C:22]=[O:23])=[CH:17][CH:16]=1.O. Product: [CH3:9][C:7]1([CH3:8])[C:2](=[O:1])[C:3]([CH3:12])([CH3:11])[CH2:4][CH:5]([NH:10][C:22]([NH:21][C:18]2[CH:17]=[CH:16][C:15]([C:14]([F:13])([F:24])[F:25])=[CH:20][CH:19]=2)=[O:23])[CH2:6]1. The catalyst class is: 22. (2) Reactant: Cl.[F:2][C:3]1[CH:17]=[CH:16][C:6]2[C:7]([CH:10]3[CH2:15][CH2:14][NH:13][CH2:12][CH2:11]3)=[N:8][O:9][C:5]=2[CH:4]=1.Cl[CH2:19][CH2:20][CH2:21][O:22][C:23]1[CH:28]=[CH:27][C:26]([CH:29]([C:30]([CH:29]([C:26]2[CH:27]=[CH:28][C:23]([O:22][CH2:21][CH2:20][CH2:19]Cl)=[C:24]([O:48][CH3:49])[CH:25]=2)C)=O)[CH3:30])=[CH:25][C:24]=1[O:48][CH3:49].C(=O)([O-])[O-:51].[Na+].[Na+].C(=O)([O-])[O-].[K+].[K+]. Product: [CH3:30][C:29]([C:26]1[CH:27]=[CH:28][C:23]([O:22][CH2:21][CH2:20][CH2:19][N:13]2[CH2:12][CH2:11][CH:10]([C:7]3[C:6]4[CH:16]=[CH:17][C:3]([F:2])=[CH:4][C:5]=4[O:9][N:8]=3)[CH2:15][CH2:14]2)=[C:24]([O:48][CH3:49])[CH:25]=1)=[O:51]. The catalyst class is: 6. (3) Reactant: [Cl:1][S:2]([C:5]1[S:9][C:8]([CH3:10])=[C:7]([C:11](Cl)=[O:12])[CH:6]=1)(=[O:4])=[O:3].[Cl:14][C:15]1[CH:16]=[C:17]([CH:19]=[C:20]([F:23])[C:21]=1[F:22])[NH2:18]. The catalyst class is: 11. Product: [Cl:14][C:15]1[CH:16]=[C:17]([NH:18][C:11]([C:7]2[CH:6]=[C:5]([S:2]([Cl:1])(=[O:4])=[O:3])[S:9][C:8]=2[CH3:10])=[O:12])[CH:19]=[C:20]([F:23])[C:21]=1[F:22].